From a dataset of Catalyst prediction with 721,799 reactions and 888 catalyst types from USPTO. Predict which catalyst facilitates the given reaction. (1) Reactant: [Br:1][C:2]1[CH:10]=[CH:9][C:5]([C:6](Cl)=[O:7])=[CH:4][CH:3]=1.C(N(CC)CC)C.Cl.[CH3:19][O:20][NH:21][CH3:22]. Product: [Br:1][C:2]1[CH:10]=[CH:9][C:5]([C:6]([N:21]([O:20][CH3:19])[CH3:22])=[O:7])=[CH:4][CH:3]=1. The catalyst class is: 4. (2) Reactant: [CH3:1][C:2]([NH:5][C:6]1[CH:11]=[CH:10][C:9]([C:12]2([OH:29])[C:20]3[C:15](=[CH:16][CH:17]=[CH:18][CH:19]=3)[C:14](=[O:21])[N:13]2[CH2:22][C:23]2[CH:28]=[CH:27][CH:26]=[CH:25][CH:24]=2)=[CH:8][C:7]=1[N+:30]([O-])=O)([CH3:4])[CH3:3]. Product: [NH2:30][C:7]1[CH:8]=[C:9]([C:12]2([OH:29])[C:20]3[C:15](=[CH:16][CH:17]=[CH:18][CH:19]=3)[C:14](=[O:21])[N:13]2[CH2:22][C:23]2[CH:24]=[CH:25][CH:26]=[CH:27][CH:28]=2)[CH:10]=[CH:11][C:6]=1[NH:5][C:2]([CH3:4])([CH3:3])[CH3:1]. The catalyst class is: 45. (3) Reactant: [ClH:1].CO[C:4](=O)[C@H:5]([CH2:7][CH2:8][CH2:9][NH2:10])[NH2:6].Cl.[S-:13][C:14]#[N:15].[K+].C(O)C. Product: [ClH:1].[NH2:10][CH2:9][CH2:8][CH2:7][C:5]1[NH:6][C:14](=[S:13])[NH:15][CH:4]=1. The catalyst class is: 6. (4) Reactant: [F:1][C:2]([F:7])([F:6])[C:3]([OH:5])=[O:4].[CH2:8]([O:10][CH2:11][C:12]1[N:13]([CH2:26][CH2:27][NH:28]C(=O)OC(C)(C)C)[C:14]2[C:19]([CH3:20])=[C:18]([CH3:21])[N:17]3[N:22]=[N:23][N:24]=[C:16]3[C:15]=2[N:25]=1)[CH3:9].CC(O)C. The catalyst class is: 4. Product: [F:1][C:2]([F:7])([F:6])[C:3]([OH:5])=[O:4].[CH2:8]([O:10][CH2:11][C:12]1[N:13]([CH2:26][CH2:27][NH2:28])[C:14]2[C:19]([CH3:20])=[C:18]([CH3:21])[N:17]3[N:22]=[N:23][N:24]=[C:16]3[C:15]=2[N:25]=1)[CH3:9]. (5) Reactant: [Mg].II.Br[C:5]1[CH:10]=[CH:9][C:8]([Br:11])=[CH:7][CH:6]=1.[CH2:12]([N:19]1[CH2:24][CH2:23][C:22](=[O:25])[CH2:21][CH2:20]1)[C:13]1[CH:18]=[CH:17][CH:16]=[CH:15][CH:14]=1. Product: [CH2:12]([N:19]1[CH2:24][CH2:23][C:22]([C:5]2[CH:10]=[CH:9][C:8]([Br:11])=[CH:7][CH:6]=2)([OH:25])[CH2:21][CH2:20]1)[C:13]1[CH:14]=[CH:15][CH:16]=[CH:17][CH:18]=1. The catalyst class is: 20.